The task is: Regression/Classification. Given a drug SMILES string, predict its absorption, distribution, metabolism, or excretion properties. Task type varies by dataset: regression for continuous measurements (e.g., permeability, clearance, half-life) or binary classification for categorical outcomes (e.g., BBB penetration, CYP inhibition). Dataset: hlm.. This data is from Human liver microsome stability data. (1) The molecule is CC(C)(C(=O)N1CCN(c2ccc(Cl)c(Cl)c2)CC1)S(=O)(=O)c1ccc(C(F)(F)F)cn1. The result is 1 (stable in human liver microsomes). (2) The result is 0 (unstable in human liver microsomes). The drug is CNC(C)C1(c2ccc(Cl)c(Cl)c2)CCCCC1. (3) The compound is COc1cc(-c2cn[nH]c2)ccc1NC(=O)C1COc2ccc(C)cc2C1. The result is 1 (stable in human liver microsomes). (4) The compound is O=C(NCCc1nc(-c2ccccc2)cs1)N1CCCCC1. The result is 1 (stable in human liver microsomes).